This data is from Catalyst prediction with 721,799 reactions and 888 catalyst types from USPTO. The task is: Predict which catalyst facilitates the given reaction. (1) Reactant: C([O:5][C:6](=O)[CH2:7][CH2:8][C:9]1[CH:14]=[C:13]([F:15])[C:12]([CH3:16])=[C:11]([F:17])[CH:10]=1)CCC. Product: [F:15][C:13]1[CH:14]=[C:9]([CH2:8][CH2:7][CH2:6][OH:5])[CH:10]=[C:11]([F:17])[C:12]=1[CH3:16]. The catalyst class is: 1. (2) Reactant: [Cl:1][C:2]1[CH:3]=[C:4]([N+:16]([O-])=O)[CH:5]=[C:6]([Cl:15])[C:7]=1[O:8][C:9]1[CH:14]=[CH:13][CH:12]=[CH:11][CH:10]=1.[Sn].Cl.[OH-].[Na+]. Product: [Cl:1][C:2]1[CH:3]=[C:4]([NH2:16])[CH:5]=[C:6]([Cl:15])[C:7]=1[O:8][C:9]1[CH:14]=[CH:13][CH:12]=[CH:11][CH:10]=1. The catalyst class is: 8. (3) Reactant: NC1[CH:7]=[CH:6][C:5]([I:8])=[CH:4][N:3]=1.[H-].[Na+].IC.CC(O)=O.[CH3:17][N:18]([CH:20]=O)[CH3:19]. Product: [I:8][C:5]1[CH:6]=[CH:7][C:20]([N:18]([CH3:19])[CH3:17])=[N:3][CH:4]=1. The catalyst class is: 25. (4) Reactant: [Li+].C[Si]([N-][Si](C)(C)C)(C)C.[Cl:11][C:12]1[N:17]=[C:16]([NH:18][C@@H:19]([C:23]([CH3:26])([CH3:25])[CH3:24])[CH2:20][CH:21]=O)[C:15]([F:27])=[CH:14][N:13]=1.[CH3:28]COC(C)=O.[NH4+].[Cl-]. Product: [Cl:11][C:12]1[N:17]=[C:16]([NH:18][C@H:19]([CH2:20][CH:21]=[CH2:28])[C:23]([CH3:26])([CH3:25])[CH3:24])[C:15]([F:27])=[CH:14][N:13]=1. The catalyst class is: 307. (5) Product: [CH:1]1([N:6]2[CH2:11][CH2:10][N:9]([C:12]([C:14]3[CH:15]=[C:16]4[C:20](=[CH:21][CH:22]=3)[NH:19][C:18]([C:23]([N:44]3[C:45]5[C:41](=[CH:40][CH:39]=[CH:47][CH:46]=5)[CH2:42][CH2:43]3)=[O:24])=[CH:17]4)=[O:13])[CH2:8][CH2:7]2)[CH2:5][CH2:4][CH2:3][CH2:2]1. Reactant: [CH:1]1([N:6]2[CH2:11][CH2:10][N:9]([C:12]([C:14]3[CH:15]=[C:16]4[C:20](=[CH:21][CH:22]=3)[NH:19][C:18]([C:23](O)=[O:24])=[CH:17]4)=[O:13])[CH2:8][CH2:7]2)[CH2:5][CH2:4][CH2:3][CH2:2]1.C1(N2CCN(C([C:39]3[CH:40]=[C:41]4[C:45](=[CH:46][CH:47]=3)[NH:44][C:43](C(N3CCS(=O)(=O)CC3)=O)=[CH:42]4)=O)CC2)CCCC1.F[B-](F)(F)F.N1(OC(N(C)C)=[N+](C)C)C2C=CC=CC=2N=N1.N1C2C(=CC=CC=2)CC1.C(N(CC)C(C)C)(C)C. The catalyst class is: 9. (6) Reactant: [N+:1]([C:4]1[N:8]2[N:9]=[C:10]([C:13]3[CH:18]=[CH:17][CH:16]=[CH:15][CH:14]=3)[CH:11]=[CH:12][C:7]2=[N:6][CH:5]=1)([O-])=O. Product: [C:13]1([C:10]2[CH:11]=[CH:12][C:7]3[N:8]([C:4]([NH2:1])=[CH:5][N:6]=3)[N:9]=2)[CH:14]=[CH:15][CH:16]=[CH:17][CH:18]=1. The catalyst class is: 13. (7) Reactant: [F:1][C:2]([F:21])([F:20])[C:3]1[CH:4]=[C:5]([C:9]2[CH:10]=[CH:11][C:12]3[O:13][CH2:14][CH2:15][CH2:16][NH:17][C:18]=3[N:19]=2)[CH:6]=[CH:7][CH:8]=1.C(N(CC)CC)C.ClC(Cl)(O[C:33](=[O:39])OC(Cl)(Cl)Cl)Cl.[N:41]1[CH:46]=[CH:45][C:44]([NH2:47])=[CH:43][CH:42]=1. Product: [N:41]1[CH:46]=[CH:45][C:44]([NH:47][C:33]([N:17]2[CH2:16][CH2:15][CH2:14][O:13][C:12]3[CH:11]=[CH:10][C:9]([C:5]4[CH:6]=[CH:7][CH:8]=[C:3]([C:2]([F:20])([F:1])[F:21])[CH:4]=4)=[N:19][C:18]2=3)=[O:39])=[CH:43][CH:42]=1. The catalyst class is: 2. (8) Reactant: Br[C:2]1[CH:3]=[C:4]([C:9]2[NH:10][C:11]3[C:12]([N:17]=2)=[N:13][CH:14]=[CH:15][CH:16]=3)[C:5]([NH2:8])=[N:6][CH:7]=1.[CH3:18][N:19]1[CH:23]=[C:22](B2OC(C)(C)C(C)(C)O2)[CH:21]=[N:20]1.C(=O)([O-])[O-].[Na+].[Na+]. Product: [NH:10]1[C:11]2[C:12](=[N:13][CH:14]=[CH:15][CH:16]=2)[N:17]=[C:9]1[C:4]1[C:5]([NH2:8])=[N:6][CH:7]=[C:2]([C:22]2[CH:21]=[N:20][N:19]([CH3:18])[CH:23]=2)[CH:3]=1. The catalyst class is: 427.